From a dataset of Forward reaction prediction with 1.9M reactions from USPTO patents (1976-2016). Predict the product of the given reaction. (1) Given the reactants C([O:5][C:6](=[O:19])[C:7]1[CH:12]=[CH:11][C:10]([CH:13]([OH:18])[C:14]([O:16][CH3:17])=[O:15])=[CH:9][CH:8]=1)(C)(C)C.FC(F)(F)C(O)=O, predict the reaction product. The product is: [OH:18][CH:13]([C:14]([O:16][CH3:17])=[O:15])[C:10]1[CH:11]=[CH:12][C:7]([C:6]([OH:19])=[O:5])=[CH:8][CH:9]=1. (2) The product is: [CH:1](=[N:17][C:15]1[CH:14]=[CH:13][N:12]=[C:11]([O:10][CH3:9])[CH:16]=1)[C:2]1[CH:7]=[CH:6][CH:5]=[CH:4][CH:3]=1. Given the reactants [CH:1](=O)[C:2]1[CH:7]=[CH:6][CH:5]=[CH:4][CH:3]=1.[CH3:9][O:10][C:11]1[CH:16]=[C:15]([NH2:17])[CH:14]=[CH:13][N:12]=1, predict the reaction product. (3) Given the reactants [K+].[Br-].[NH:3]1[C:12]2[C:7](=[CH:8][C:9]([O:13][C:14](=[O:27])[NH:15][C:16]3[CH:21]=[CH:20][C:19]([Cl:22])=[C:18]([C:23]([F:26])([F:25])[F:24])[CH:17]=3)=[CH:10][CH:11]=2)[CH2:6][CH2:5][CH2:4]1.[H-].[Na+].[CH3:30]I, predict the reaction product. The product is: [CH3:30][N:3]1[C:12]2[C:7](=[CH:8][C:9]([O:13][C:14](=[O:27])[NH:15][C:16]3[CH:21]=[CH:20][C:19]([Cl:22])=[C:18]([C:23]([F:24])([F:25])[F:26])[CH:17]=3)=[CH:10][CH:11]=2)[CH2:6][CH2:5][CH2:4]1. (4) Given the reactants C1(O[C:8](=[O:44])[NH:9][C:10]2([C:35]3[C:36]([O:41][CH2:42][CH3:43])=[N:37][CH:38]=[CH:39][CH:40]=3)[C:18]3[C:13](=[CH:14][CH:15]=[C:16]([C:19]#[N:20])[CH:17]=3)[N:12]([S:21]([C:24]3[CH:29]=[CH:28][C:27]([O:30][CH3:31])=[CH:26][C:25]=3[O:32][CH3:33])(=[O:23])=[O:22])[C:11]2=[O:34])C=CC=CC=1.[NH:45]1[CH2:50][CH2:49][CH:48]([N:51]2[CH2:56][CH2:55][N:54]([C:57]([O:59][C:60]([CH3:63])([CH3:62])[CH3:61])=[O:58])[CH2:53][CH2:52]2)[CH2:47][CH2:46]1.C(Cl)Cl.CO.C(O)(C(F)(F)F)=O, predict the reaction product. The product is: [C:19]([C:16]1[CH:17]=[C:18]2[C:13](=[CH:14][CH:15]=1)[N:12]([S:21]([C:24]1[CH:29]=[CH:28][C:27]([O:30][CH3:31])=[CH:26][C:25]=1[O:32][CH3:33])(=[O:23])=[O:22])[C:11](=[O:34])[C:10]2([NH:9][C:8]([N:45]1[CH2:50][CH2:49][CH:48]([N:51]2[CH2:52][CH2:53][N:54]([C:57]([O:59][C:60]([CH3:63])([CH3:62])[CH3:61])=[O:58])[CH2:55][CH2:56]2)[CH2:47][CH2:46]1)=[O:44])[C:35]1[C:36]([O:41][CH2:42][CH3:43])=[N:37][CH:38]=[CH:39][CH:40]=1)#[N:20]. (5) Given the reactants [C:1]([C:3]1[CH:23]=[CH:22][C:6]([C:7](/[C:9](/[C:14]2[CH:21]=[CH:20][C:17]([C:18]#[N:19])=[CH:16][CH:15]=2)=[CH:10]/[N:11](C)C)=O)=[CH:5][CH:4]=1)#[N:2].Cl.[NH:25]([CH2:27][C:28]([O:30][CH2:31][CH3:32])=[O:29])N, predict the reaction product. The product is: [C:18]([C:17]1[CH:20]=[CH:21][C:14]([C:9]2[CH:10]=[N:11][N:25]([CH2:27][C:28]([O:30][CH2:31][CH3:32])=[O:29])[C:7]=2[C:6]2[CH:22]=[CH:23][C:3]([C:1]#[N:2])=[CH:4][CH:5]=2)=[CH:15][CH:16]=1)#[N:19]. (6) Given the reactants [NH:1]1[CH:5]=[CH:4][CH:3]=[N:2]1.[H-].[Na+].[C:8]([O:12][C:13]([NH:15][C@H:16]([CH3:23])[CH2:17]OS(C)(=O)=O)=[O:14])([CH3:11])([CH3:10])[CH3:9].O, predict the reaction product. The product is: [C:8]([O:12][C:13](=[O:14])[NH:15][C@H:16]([CH3:17])[CH2:23][N:1]1[CH:5]=[CH:4][CH:3]=[N:2]1)([CH3:11])([CH3:10])[CH3:9]. (7) Given the reactants [CH3:1][O:2][C:3]1[CH:4]=[CH:5][C:6]2[S:10][C:9]([CH3:11])=[N:8][C:7]=2[CH:12]=1.[NH2:13]C1C=C(OCC)C=CC=1S, predict the reaction product. The product is: [CH2:9]([S:10][C:6]1[CH:5]=[CH:4][C:3]([O:2][CH3:1])=[CH:12][C:7]=1[NH:8][NH2:13])[CH3:11]. (8) Given the reactants [CH2:1]([O:8]C1C(=O)NC(=O)N(C=1)[C@@H]1O[C@H](CO)[C@@H](O)C1)[C:2]1[CH:7]=[CH:6][CH:5]=[CH:4][CH:3]=1.[H][H].[C@@H:27]1([N:35]2[CH:43]=[C:41]([CH3:42])[C:39](=[O:40])[NH:38][C:36]2=[O:37])[O:34][C@H:31]([CH2:32][OH:33])[C@@H:29]([OH:30])[CH2:28]1, predict the reaction product. The product is: [CH2:1]([O:8][CH2:42][C:41]1[C:39](=[O:40])[NH:38][C:36](=[O:37])[N:35]([CH:43]=1)[C@@H:27]1[O:34][C@H:31]([CH2:32][OH:33])[C@@H:29]([OH:30])[CH2:28]1)[C:2]1[CH:7]=[CH:6][CH:5]=[CH:4][CH:3]=1. (9) Given the reactants [C:1]([O:4][CH:5]1[C:9]2=[N:10][CH:11]=[C:12]([NH2:28])[C:13]([N:14]3[CH2:19][CH2:18][CH2:17][C@H:16]([NH:20][C:21]([O:23][C:24]([CH3:27])([CH3:26])[CH3:25])=[O:22])[CH2:15]3)=[C:8]2[CH2:7][CH2:6]1)(=[O:3])[CH3:2].[F:29][C:30]1[CH:35]=[CH:34][CH:33]=[C:32]([F:36])[C:31]=1[C:37]1[S:38][CH:39]=[C:40]([C:42](O)=[O:43])[N:41]=1.CN(C(ON1N=NC2C=CC=NC1=2)=[N+](C)C)C.F[P-](F)(F)(F)(F)F.CCN(C(C)C)C(C)C, predict the reaction product. The product is: [C:1]([O:4][CH:5]1[C:9]2=[N:10][CH:11]=[C:12]([NH:28][C:42]([C:40]3[N:41]=[C:37]([C:31]4[C:30]([F:29])=[CH:35][CH:34]=[CH:33][C:32]=4[F:36])[S:38][CH:39]=3)=[O:43])[C:13]([N:14]3[CH2:19][CH2:18][CH2:17][C@H:16]([NH:20][C:21]([O:23][C:24]([CH3:27])([CH3:26])[CH3:25])=[O:22])[CH2:15]3)=[C:8]2[CH2:7][CH2:6]1)(=[O:3])[CH3:2].